This data is from Forward reaction prediction with 1.9M reactions from USPTO patents (1976-2016). The task is: Predict the product of the given reaction. (1) The product is: [C:48]([O:52][C:53]([C@@H:55]1[CH2:59][CH2:58][CH2:57][N:56]1[CH2:60][CH2:61][O:8][C:5]1[CH:6]=[CH:7][C:2]([Br:1])=[CH:3][C:4]=1[S:9][C:10]1[CH:15]=[CH:14][CH:13]=[C:12]([F:16])[CH:11]=1)=[O:54])([CH3:51])([CH3:50])[CH3:49]. Given the reactants [Br:1][C:2]1[CH:7]=[CH:6][C:5]([OH:8])=[C:4]([S:9][C:10]2[CH:15]=[CH:14][CH:13]=[C:12]([F:16])[CH:11]=2)[CH:3]=1.C1(P(C2C=CC=CC=2)C2C=CC=CC=2)C=CC=CC=1.CCOC(/N=N/C(OCC)=O)=O.[C:48]([O:52][C:53]([C@@H:55]1[CH2:59][CH2:58][CH2:57][N:56]1[CH2:60][CH2:61]O)=[O:54])([CH3:51])([CH3:50])[CH3:49], predict the reaction product. (2) Given the reactants CO[C:3](=[O:8])[CH2:4][C:5](=O)[CH3:6].Br[CH2:10][C:11]([C:13]1[CH:18]=[C:17]([C:19]([F:22])([F:21])[F:20])[CH:16]=[CH:15][C:14]=1[Cl:23])=O.[CH2:24]([NH2:30])[C@@H:25]1[O:29][CH2:28][CH2:27][CH2:26]1.[NH2:31][C@@H:32]1[CH2:37][CH2:36][CH2:35][CH2:34][C@H:33]1[OH:38], predict the reaction product. The product is: [OH:38][C@@H:33]1[CH2:34][CH2:35][CH2:36][CH2:37][C@H:32]1[NH:31][C:3]([C:4]1[CH:10]=[C:11]([C:13]2[CH:18]=[C:17]([C:19]([F:22])([F:21])[F:20])[CH:16]=[CH:15][C:14]=2[Cl:23])[N:30]([CH2:24][C@H:25]2[CH2:26][CH2:27][CH2:28][O:29]2)[C:5]=1[CH3:6])=[O:8]. (3) Given the reactants C[O:2][C:3]1[CH:11]=[CH:10][CH:9]=[C:8]2[C:4]=1[CH2:5][CH:6]=[C:7]2[C:12]([F:15])([F:14])[F:13].B(Br)(Br)Br, predict the reaction product. The product is: [F:13][C:12]([F:14])([F:15])[C:7]1[C:8]2[CH:9]=[CH:10][CH:11]=[C:3]([OH:2])[C:4]=2[CH2:5][CH:6]=1. (4) Given the reactants [NH2:1][C:2]1[CH:3]=[C:4]([CH:32]=[CH:33][CH:34]=1)[O:5][C:6]1[C:7]2[CH:31]=[CH:30][NH:29][C:8]=2[N:9]=[C:10]([NH:12][C:13]2[CH:18]=[CH:17][C:16]([NH:19][CH:20]3[CH2:23][N:22]([CH2:24][CH2:25][F:26])[CH2:21]3)=[CH:15][C:14]=2[O:27][CH3:28])[N:11]=1.C(N(C(C)C)CC)(C)C.C(Cl)Cl.[C:47](Cl)(=[O:50])[CH:48]=[CH2:49], predict the reaction product. The product is: [F:26][CH2:25][CH2:24][N:22]1[CH2:23][CH:20]([NH:19][C:16]2[CH:17]=[CH:18][C:13]([NH:12][C:10]3[N:11]=[C:6]([O:5][C:4]4[CH:3]=[C:2]([NH:1][C:47](=[O:50])[CH:48]=[CH2:49])[CH:34]=[CH:33][CH:32]=4)[C:7]4[CH:31]=[CH:30][NH:29][C:8]=4[N:9]=3)=[C:14]([O:27][CH3:28])[CH:15]=2)[CH2:21]1. (5) The product is: [Cl:49][C:46]1[N:47]=[CH:48][C:43]([C:2]2[CH:3]=[CH:4][C:5]3[N:6]([CH:8]=[C:9]([NH:11][C:12](=[O:14])[CH3:13])[N:10]=3)[N:7]=2)=[CH:44][C:45]=1[NH:50][S:51]([CH3:54])(=[O:53])=[O:52]. Given the reactants Cl[C:2]1[CH:3]=[CH:4][C:5]2[N:6]([CH:8]=[C:9]([NH:11][C:12](=[O:14])[CH3:13])[N:10]=2)[N:7]=1.B1(B2OC(C)(C)C(C)(C)O2)OC(C)(C)C(C)(C)O1.CS(C)=O.C([O-])(=O)C.[K+].Br[C:43]1[CH:44]=[C:45]([NH:50][S:51]([CH3:54])(=[O:53])=[O:52])[C:46]([Cl:49])=[N:47][CH:48]=1.C(=O)([O-])[O-].[Na+].[Na+].C([O-])(=O)C.[Na+], predict the reaction product. (6) Given the reactants CO[C:3]([C:5]1[C:6]([OH:23])=[C:7]2[C:12](=[CH:13][N:14]=1)[N:11]([CH2:15][C:16]1[CH:21]=[CH:20][CH:19]=[CH:18][CH:17]=1)[C:10](=[O:22])[CH2:9][CH2:8]2)=[O:4].[NH2:24][CH2:25][C:26]([OH:28])=[O:27].C[O-].[Na+], predict the reaction product. The product is: [CH2:15]([N:11]1[C:12]2[C:7](=[C:6]([OH:23])[C:5]([C:3]([NH:24][CH2:25][C:26]([OH:28])=[O:27])=[O:4])=[N:14][CH:13]=2)[CH2:8][CH2:9][C:10]1=[O:22])[C:16]1[CH:21]=[CH:20][CH:19]=[CH:18][CH:17]=1. (7) Given the reactants Cl[C:2]1[N:7]=[CH:6][C:5]([CH2:8][C:9]2[CH:14]=[N:13][C:12]([O:15][CH2:16][CH3:17])=[C:11]([C:18]3[CH:23]=[CH:22][C:21]([F:24])=[C:20]([F:25])[CH:19]=3)[N:10]=2)=[CH:4][N:3]=1.O.[NH2:27][CH2:28][CH2:29][OH:30], predict the reaction product. The product is: [F:25][C:20]1[CH:19]=[C:18]([C:11]2[N:10]=[C:9]([CH2:8][C:5]3[CH:4]=[N:3][C:2]([NH:27][CH2:28][CH2:29][OH:30])=[N:7][CH:6]=3)[CH:14]=[N:13][C:12]=2[O:15][CH2:16][CH3:17])[CH:23]=[CH:22][C:21]=1[F:24]. (8) Given the reactants [C:1]([O:5][C:6]([NH:8][CH2:9][CH2:10][C:11]([OH:13])=O)=[O:7])([CH3:4])([CH3:3])[CH3:2].[C:14]([C:16]1[CH:45]=[CH:44][C:19]([O:20][C:21]2[CH:22]=[C:23]([CH:32]=[C:33]([O:35][C:36]3[CH:41]=[CH:40][C:39]([C:42]#[N:43])=[CH:38][CH:37]=3)[CH:34]=2)[C:24]([N:26]2[CH2:31][CH2:30][NH:29][CH2:28][CH2:27]2)=[O:25])=[CH:18][CH:17]=1)#[N:15], predict the reaction product. The product is: [C:1]([O:5][C:6](=[O:7])[NH:8][CH2:9][CH2:10][C:11]([N:29]1[CH2:30][CH2:31][N:26]([C:24](=[O:25])[C:23]2[CH:22]=[C:21]([O:20][C:19]3[CH:18]=[CH:17][C:16]([C:14]#[N:15])=[CH:45][CH:44]=3)[CH:34]=[C:33]([O:35][C:36]3[CH:41]=[CH:40][C:39]([C:42]#[N:43])=[CH:38][CH:37]=3)[CH:32]=2)[CH2:27][CH2:28]1)=[O:13])([CH3:2])([CH3:3])[CH3:4]. (9) Given the reactants [CH3:1][O:2][C:3]([C:5]1[S:6][C:7](Br)=[CH:8][C:9]=1[N+:10]([O-:12])=[O:11])=[O:4].[C:14]([CH:16]1[CH2:18][CH2:17]1)#[CH:15], predict the reaction product. The product is: [CH3:1][O:2][C:3]([C:5]1[S:6][C:7]([C:15]#[C:14][CH:16]2[CH2:18][CH2:17]2)=[CH:8][C:9]=1[N+:10]([O-:12])=[O:11])=[O:4]. (10) Given the reactants Br[C:2]1[CH:3]=[N:4][C:5]2[N:6]([C:8]([CH2:11][C:12]3[CH:13]=[C:14]4[C:19](=[CH:20][CH:21]=3)[N:18]=[CH:17][CH:16]=[CH:15]4)=[CH:9][N:10]=2)[CH:7]=1.BrC1C=NC2N(C=C(CC3C=C4C(=CC=3)N=CC=C4)N=2)C=1.C([Sn](CCCC)(CCCC)[C:48]([O:50]CC)=[CH2:49])CCC, predict the reaction product. The product is: [N:18]1[C:19]2[C:14](=[CH:13][C:12]([CH2:11][C:8]3[N:6]4[CH:7]=[C:2]([C:48](=[O:50])[CH3:49])[CH:3]=[N:4][C:5]4=[N:10][CH:9]=3)=[CH:21][CH:20]=2)[CH:15]=[CH:16][CH:17]=1.